This data is from Forward reaction prediction with 1.9M reactions from USPTO patents (1976-2016). The task is: Predict the product of the given reaction. Given the reactants [N:1]1[CH:6]=[CH:5][C:4]([C:7]([OH:11])([C:9]#[CH:10])[CH3:8])=[CH:3][CH:2]=1.[OH:12][C:13]1[CH:18]=[CH:17][C:16]([CH2:19][C:20]([O:22][CH3:23])=[O:21])=[CH:15][C:14]=1I, predict the reaction product. The product is: [OH:11][C:7]([C:9]1[O:12][C:13]2[CH:18]=[CH:17][C:16]([CH2:19][C:20]([O:22][CH3:23])=[O:21])=[CH:15][C:14]=2[CH:10]=1)([C:4]1[CH:5]=[CH:6][N:1]=[CH:2][CH:3]=1)[CH3:8].